The task is: Predict the reaction yield, written as a fraction of the theoretical maximum amount of product (1.0 means a 100% yield; for example, 0.34 means a 34% yield).. This data is from Reaction yield outcomes from USPTO patents with 853,638 reactions. The reactants are [F:1][C:2]1[CH:38]=[C:37]([F:39])[CH:36]=[CH:35][C:3]=1[CH2:4][N:5]([CH2:26][CH2:27][CH2:28][CH2:29][CH2:30][CH2:31][CH2:32][CH2:33][CH3:34])[C:6](=[O:25])[CH2:7][O:8][C:9]1[CH:14]=[CH:13][C:12]([CH2:15][C@H:16]([O:22][CH2:23][CH3:24])[C:17]([O:19]CC)=[O:18])=[CH:11][CH:10]=1.[Li+].[OH-]. The catalyst is C1COCC1. The product is [F:1][C:2]1[CH:38]=[C:37]([F:39])[CH:36]=[CH:35][C:3]=1[CH2:4][N:5]([CH2:26][CH2:27][CH2:28][CH2:29][CH2:30][CH2:31][CH2:32][CH2:33][CH3:34])[C:6](=[O:25])[CH2:7][O:8][C:9]1[CH:14]=[CH:13][C:12]([CH2:15][C@H:16]([O:22][CH2:23][CH3:24])[C:17]([OH:19])=[O:18])=[CH:11][CH:10]=1. The yield is 0.940.